This data is from Full USPTO retrosynthesis dataset with 1.9M reactions from patents (1976-2016). The task is: Predict the reactants needed to synthesize the given product. (1) Given the product [Cl:34][C:31]1[C:32]2[C:27](=[CH:26][CH:25]=[C:24]([CH2:23][N:20]3[CH2:21][CH2:22][C@H:18]([NH:17][S:12]([C:9]4[S:10][CH:11]=[C:7]([C:3]5[CH:2]=[N:1][CH:6]=[CH:5][CH:4]=5)[CH:8]=4)(=[O:14])=[O:13])[C:19]3=[O:35])[CH:33]=2)[CH:28]=[CH:29][N:30]=1, predict the reactants needed to synthesize it. The reactants are: [N:1]1[CH:6]=[CH:5][CH:4]=[C:3]([C:7]2[CH:8]=[C:9]([S:12](Cl)(=[O:14])=[O:13])[S:10][CH:11]=2)[CH:2]=1.Cl.[NH2:17][C@H:18]1[CH2:22][CH2:21][N:20]([CH2:23][C:24]2[CH:33]=[C:32]3[C:27]([CH:28]=[CH:29][N:30]=[C:31]3[Cl:34])=[CH:26][CH:25]=2)[C:19]1=[O:35]. (2) Given the product [CH3:1][S:2]([CH2:5][C:6]1[N:11]=[C:10]2[N:12]([CH3:15])[N:13]=[CH:14][C:9]2=[C:8]([C:16]2[CH:21]=[CH:20][C:19]([NH2:22])=[CH:18][CH:17]=2)[CH:7]=1)(=[O:4])=[O:3], predict the reactants needed to synthesize it. The reactants are: [CH3:1][S:2]([CH2:5][C:6]1[N:11]=[C:10]2[N:12]([CH3:15])[N:13]=[CH:14][C:9]2=[C:8]([C:16]2[CH:21]=[CH:20][C:19]([N+:22]([O-])=O)=[CH:18][CH:17]=2)[CH:7]=1)(=[O:4])=[O:3].O.O.Cl[Sn]Cl. (3) Given the product [Br:1][C:2]1[C:3]([O:16][C:13]2[N:14]=[CH:15][C:10]([NH2:9])=[CH:11][CH:12]=2)=[N:4][CH:5]=[CH:6][CH:7]=1, predict the reactants needed to synthesize it. The reactants are: [Br:1][C:2]1[C:3](Cl)=[N:4][CH:5]=[CH:6][CH:7]=1.[NH2:9][C:10]1[CH:11]=[CH:12][C:13]([OH:16])=[N:14][CH:15]=1.C(=O)([O-])[O-].[Cs+].[Cs+].CS(C)=O. (4) The reactants are: [CH2:1]([N:8]1[CH2:13][CH2:12][N:11]2[CH:14]=[C:15]([C:18]([O:20]CC)=[O:19])[C:16]([OH:17])=[C:10]2[C:9]1=[O:23])[C:2]1[CH:7]=[CH:6][CH:5]=[CH:4][CH:3]=1.[OH-].[Na+].C(O)(C(F)(F)F)=O. Given the product [CH2:1]([N:8]1[CH2:13][CH2:12][N:11]2[CH:14]=[C:15]([C:18]([OH:20])=[O:19])[C:16]([OH:17])=[C:10]2[C:9]1=[O:23])[C:2]1[CH:7]=[CH:6][CH:5]=[CH:4][CH:3]=1, predict the reactants needed to synthesize it. (5) Given the product [CH3:39][O:38][CH2:37][CH2:36][O:1][C:2]1[CH:7]=[CH:6][CH:5]=[CH:4][C:3]=1[C:8]1[C:12]2[CH:13]=[C:14]([O:17][CH2:18][C:19]3[CH:24]=[CH:23][C:22]([C@@H:25]([C:32]#[C:33][CH3:34])[CH2:26][C:27]([O:29][CH2:30][CH3:31])=[O:28])=[CH:21][CH:20]=3)[CH:15]=[CH:16][C:11]=2[S:10][CH:9]=1, predict the reactants needed to synthesize it. The reactants are: [OH:1][C:2]1[CH:7]=[CH:6][CH:5]=[CH:4][C:3]=1[C:8]1[C:12]2[CH:13]=[C:14]([O:17][CH2:18][C:19]3[CH:24]=[CH:23][C:22]([C@@H:25]([C:32]#[C:33][CH3:34])[CH2:26][C:27]([O:29][CH2:30][CH3:31])=[O:28])=[CH:21][CH:20]=3)[CH:15]=[CH:16][C:11]=2[S:10][CH:9]=1.Br[CH2:36][CH2:37][O:38][CH3:39].N.